From a dataset of Forward reaction prediction with 1.9M reactions from USPTO patents (1976-2016). Predict the product of the given reaction. Given the reactants [NH2:1][CH2:2][C:3]1[CH:4]=[C:5]([N:9]2[C:13]([C:14]([OH:16])=[O:15])=[CH:12][C:11]([C:17]([F:20])([F:19])[F:18])=[N:10]2)[CH:6]=[CH:7][CH:8]=1.[C:21](Cl)(=O)[C:22](Cl)=O, predict the reaction product. The product is: [C:2]([C:3]1[CH:4]=[C:5]([N:9]2[C:13]([C:14]([O:16][CH2:21][CH3:22])=[O:15])=[CH:12][C:11]([C:17]([F:19])([F:20])[F:18])=[N:10]2)[CH:6]=[CH:7][CH:8]=1)#[N:1].